From a dataset of Peptide-MHC class I binding affinity with 185,985 pairs from IEDB/IMGT. Regression. Given a peptide amino acid sequence and an MHC pseudo amino acid sequence, predict their binding affinity value. This is MHC class I binding data. (1) The peptide sequence is HRYLIRQSN. The MHC is HLA-B15:01 with pseudo-sequence HLA-B15:01. The binding affinity (normalized) is 0.0847. (2) The binding affinity (normalized) is 0.784. The MHC is HLA-A31:01 with pseudo-sequence HLA-A31:01. The peptide sequence is TVCYVLTGR. (3) The peptide sequence is IRLNDFLGLL. The MHC is Mamu-B17 with pseudo-sequence Mamu-B17. The binding affinity (normalized) is 0.460.